From a dataset of Forward reaction prediction with 1.9M reactions from USPTO patents (1976-2016). Predict the product of the given reaction. Given the reactants [CH3:1][O:2][C:3]1[CH:11]=[CH:10][CH:9]=[C:8]2[C:4]=1[CH:5]=[CH:6][NH:7]2.F[C:13]1[CH:20]=[CH:19][C:16]([C:17]#[N:18])=[C:15]([NH:21][CH:22]2[CH2:27][CH2:26][CH:25]([OH:28])[CH2:24][CH2:23]2)[CH:14]=1.[H-].[Na+], predict the reaction product. The product is: [OH:28][CH:25]1[CH2:24][CH2:23][CH:22]([NH:21][C:15]2[CH:14]=[C:13]([N:7]3[C:8]4[C:4](=[C:3]([O:2][CH3:1])[CH:11]=[CH:10][CH:9]=4)[CH:5]=[CH:6]3)[CH:20]=[CH:19][C:16]=2[C:17]#[N:18])[CH2:27][CH2:26]1.